Predict the reaction yield, written as a fraction of the theoretical maximum amount of product (1.0 means a 100% yield; for example, 0.34 means a 34% yield). From a dataset of Reaction yield outcomes from USPTO patents with 853,638 reactions. (1) The yield is 0.160. The catalyst is CC(N(C)C)=O.CC([O-])=O.CC([O-])=O.[Pd+2]. The reactants are Br[C:2]1[N:7]=[C:6]([O:8][CH3:9])[C:5]([NH2:10])=[CH:4][CH:3]=1.[CH3:11][N:12]1[CH:16]=[CH:15][N:14]=[C:13]1[CH3:17].CC([O-])=O.[K+]. The product is [CH3:11][N:12]1[C:16]([C:2]2[N:7]=[C:6]([O:8][CH3:9])[C:5]([NH2:10])=[CH:4][CH:3]=2)=[CH:15][N:14]=[C:13]1[CH3:17]. (2) The reactants are Cl.[Cl:2][C:3]1[CH:8]=[CH:7][N:6]=[C:5]([C:9]([O:11]C)=O)[CH:4]=1.[NH2:13][CH2:14][CH2:15][N:16]1[CH2:21][CH2:20][O:19][CH2:18][CH2:17]1.O. The catalyst is C1COCC1. The product is [Cl:2][C:3]1[CH:8]=[CH:7][N:6]=[C:5]([C:9](=[O:11])[NH:13][CH2:14][CH2:15][N:16]2[CH2:21][CH2:20][O:19][CH2:18][CH2:17]2)[CH:4]=1. The yield is 0.950.